Dataset: Full USPTO retrosynthesis dataset with 1.9M reactions from patents (1976-2016). Task: Predict the reactants needed to synthesize the given product. Given the product [NH:24]1[CH2:23][CH:22]([C:16]2[C:15]([O:36][CH2:37][CH3:38])=[C:14]([CH:12]([N:8]3[C:4]4=[N:5][CH:6]=[N:7][C:2]([NH2:1])=[C:3]4[C:10]([CH3:11])=[N:9]3)[CH3:13])[CH:19]=[C:18]([Cl:20])[C:17]=2[CH3:21])[CH2:25]1, predict the reactants needed to synthesize it. The reactants are: [NH2:1][C:2]1[N:7]=[CH:6][N:5]=[C:4]2[N:8]([CH:12]([C:14]3[C:15]([O:36][CH2:37][CH3:38])=[C:16]([CH:22]4[CH2:25][N:24](C(OCC5C=CC=CC=5)=O)[CH2:23]4)[C:17]([CH3:21])=[C:18]([Cl:20])[CH:19]=3)[CH3:13])[N:9]=[C:10]([CH3:11])[C:3]=12.